This data is from Full USPTO retrosynthesis dataset with 1.9M reactions from patents (1976-2016). The task is: Predict the reactants needed to synthesize the given product. (1) Given the product [CH3:17][N:18]([CH3:20])[CH:19]=[C:8]([C:4]1[CH:5]=[N:6][CH:7]=[C:2]([Br:1])[CH:3]=1)[C:9]([O:11][CH2:12][CH3:13])=[O:10], predict the reactants needed to synthesize it. The reactants are: [Br:1][C:2]1[CH:3]=[C:4]([CH2:8][C:9]([O:11][CH2:12][CH3:13])=[O:10])[CH:5]=[N:6][CH:7]=1.C(O[CH:17](OCC)[N:18]([CH3:20])[CH3:19])C. (2) The reactants are: [CH:1]([C:4]1[CH:8]=[CH:7][N:6]([CH3:9])[N:5]=1)([CH3:3])[CH3:2].OS(O)(=O)=O.[N+:15]([O-])(O)=O.[OH-].[Na+].O. Given the product [CH:1]([C:4]1[C:8]([NH2:15])=[CH:7][N:6]([CH3:9])[N:5]=1)([CH3:3])[CH3:2], predict the reactants needed to synthesize it. (3) Given the product [CH2:12]([CH:6]1[C:5]2[C:10](=[CH:11][C:2]([C:20]#[N:21])=[CH:3][CH:4]=2)[C:8](=[O:9])[O:7]1)[CH2:13][CH2:14][CH3:15], predict the reactants needed to synthesize it. The reactants are: N[C:2]1[CH:11]=[C:10]2[C:5]([CH:6]([CH2:12][CH2:13][CH2:14][CH3:15])[O:7][C:8]2=[O:9])=[CH:4][CH:3]=1.N([O-])=O.[Na+].[C-:20]#[N:21].[K+]. (4) Given the product [Cl:1][C:2]1[C:11]2[C:6](=[CH:7][C:8]([CH2:12][N:13]3[CH2:18][C@@H:17]([CH3:19])[N:16]([CH2:29][CH:30]=[CH:31][C:32]4[S:33][C:34]([Cl:37])=[CH:35][CH:36]=4)[C@@H:15]([CH3:20])[C:14]3=[O:21])=[CH:9][CH:10]=2)[N:5]=[CH:4][CH:3]=1, predict the reactants needed to synthesize it. The reactants are: [Cl:1][C:2]1[C:11]2[C:6](=[CH:7][C:8]([CH2:12][N:13]3[CH2:18][CH:17]([CH3:19])[NH:16][C@@H:15]([CH3:20])[C:14]3=[O:21])=[CH:9][CH:10]=2)[N:5]=[CH:4][CH:3]=1.C(=O)([O-])[O-].[K+].[K+].Br[CH2:29][CH:30]=[CH:31][C:32]1[S:33][C:34]([Cl:37])=[CH:35][CH:36]=1.